From a dataset of Full USPTO retrosynthesis dataset with 1.9M reactions from patents (1976-2016). Predict the reactants needed to synthesize the given product. (1) Given the product [N:13]1[C:14]2[C:9](=[CH:8][C:7]([CH2:6][CH2:5][CH:4]=[O:3])=[CH:16][CH:15]=2)[CH:10]=[CH:11][CH:12]=1, predict the reactants needed to synthesize it. The reactants are: C([O:3][CH:4](OCC)[CH2:5][CH2:6][C:7]1[CH:8]=[C:9]2[C:14](=[CH:15][CH:16]=1)[N:13]=[CH:12][CH:11]=[CH:10]2)C.Cl. (2) Given the product [CH2:16]([O:13][C:12]([C:10]1[O:11][C:7]2[CH:6]=[CH:5][C:4]([N+:1]([O-:3])=[O:2])=[CH:15][C:8]=2[CH:9]=1)=[O:14])[CH3:17], predict the reactants needed to synthesize it. The reactants are: [N+:1]([C:4]1[CH:5]=[CH:6][C:7]2[O:11][C:10]([C:12]([OH:14])=[O:13])=[CH:9][C:8]=2[CH:15]=1)([O-:3])=[O:2].[CH3:16][CH2:17]O. (3) Given the product [NH2:21][C:20]1[CH:19]=[CH:18][C:4]([O:5][C:6]2[CH:11]=[CH:10][N:9]=[C:8]([NH:12][C:13](=[O:17])[CH2:14][O:15][CH3:16])[CH:7]=2)=[C:3]([C:24]#[N:25])[C:2]=1[Cl:1], predict the reactants needed to synthesize it. The reactants are: [Cl:1][C:2]1[C:3]([C:24]#[N:25])=[C:4]([CH:18]=[CH:19][C:20]=1[N+:21]([O-])=O)[O:5][C:6]1[CH:11]=[CH:10][N:9]=[C:8]([NH:12][C:13](=[O:17])[CH2:14][O:15][CH3:16])[CH:7]=1.[H][H]. (4) Given the product [Br:1][C:2]1[CH:7]=[CH:6][CH:5]=[CH:4][C:3]=1[NH:8][C:9](=[O:23])[NH:10][C:11]1[CH:16]=[CH:15][C:14]([CH2:17][C:18]([N:29]2[CH2:30][C@@H:26]([O:25][CH3:24])[CH2:27][C@H:28]2[CH2:31][O:32][C:33]2[CH:42]=[CH:41][C:36]([C:37]([O:39][CH3:40])=[O:38])=[CH:35][CH:34]=2)=[O:20])=[CH:13][C:12]=1[O:21][CH3:22], predict the reactants needed to synthesize it. The reactants are: [Br:1][C:2]1[CH:7]=[CH:6][CH:5]=[CH:4][C:3]=1[NH:8][C:9](=[O:23])[NH:10][C:11]1[CH:16]=[CH:15][C:14]([CH2:17][C:18]([OH:20])=O)=[CH:13][C:12]=1[O:21][CH3:22].[CH3:24][O:25][C@@H:26]1[CH2:30][NH:29][C@H:28]([CH2:31][O:32][C:33]2[CH:42]=[CH:41][C:36]([C:37]([O:39][CH3:40])=[O:38])=[CH:35][CH:34]=2)[CH2:27]1.CCN=C=NCCCN(C)C.Cl.C1C=CC2N(O)N=NC=2C=1.CCN(CC)CC. (5) Given the product [CH:18]1([NH:17][C:13]2[N:12]=[C:11]([C:10]3[C:9]([C:23]4[CH:24]=[CH:25][C:26]([O:29][CH3:30])=[CH:27][CH:28]=4)=[N:8][N:7]4[C:2]([NH2:31])=[CH:3][CH:4]=[CH:5][C:6]=34)[CH:16]=[CH:15][N:14]=2)[CH2:19][CH2:20][CH2:21][CH2:22]1, predict the reactants needed to synthesize it. The reactants are: Cl[C:2]1[N:7]2[N:8]=[C:9]([C:23]3[CH:28]=[CH:27][C:26]([O:29][CH3:30])=[CH:25][CH:24]=3)[C:10]([C:11]3[CH:16]=[CH:15][N:14]=[C:13]([NH:17][CH:18]4[CH2:22][CH2:21][CH2:20][CH2:19]4)[N:12]=3)=[C:6]2[CH:5]=[CH:4][CH:3]=1.[N-:31]=[N+]=[N-].[Na+].O.CCOCC. (6) Given the product [CH3:36][N:34]1[CH:35]=[C:31]([C:29]2[CH:28]=[C:15]([CH:14]=[C:13]([NH:12][C:7]3[N:6]=[CH:5][C:4]4[C:9](=[CH:10][CH:11]=[C:2]([C:51]#[C:50][Si:47]([CH3:49])([CH3:48])[CH3:46])[CH:3]=4)[N:8]=3)[CH:30]=2)[O:16][CH2:17][C@H:18]([NH:20][C:21](=[O:27])[O:22][C:23]([CH3:25])([CH3:26])[CH3:24])[CH3:19])[CH:32]=[N:33]1, predict the reactants needed to synthesize it. The reactants are: Br[C:2]1[CH:3]=[C:4]2[C:9](=[CH:10][CH:11]=1)[N:8]=[C:7]([NH:12][C:13]1[CH:14]=[C:15]([CH:28]=[C:29]([C:31]3[CH:32]=[N:33][N:34]([CH3:36])[CH:35]=3)[CH:30]=1)[O:16][CH2:17][C@H:18]([NH:20][C:21](=[O:27])[O:22][C:23]([CH3:26])([CH3:25])[CH3:24])[CH3:19])[N:6]=[CH:5]2.CCN(C(C)C)C(C)C.[CH3:46][Si:47]([C:50]#[CH:51])([CH3:49])[CH3:48].